Task: Regression. Given two drug SMILES strings and cell line genomic features, predict the synergy score measuring deviation from expected non-interaction effect.. Dataset: NCI-60 drug combinations with 297,098 pairs across 59 cell lines (1) Drug 1: C(=O)(N)NO. Drug 2: CCCCC(=O)OCC(=O)C1(CC(C2=C(C1)C(=C3C(=C2O)C(=O)C4=C(C3=O)C=CC=C4OC)O)OC5CC(C(C(O5)C)O)NC(=O)C(F)(F)F)O. Cell line: SNB-75. Synergy scores: CSS=51.4, Synergy_ZIP=0.314, Synergy_Bliss=3.61, Synergy_Loewe=-19.6, Synergy_HSA=2.70. (2) Drug 1: C1=CC=C(C=C1)NC(=O)CCCCCCC(=O)NO. Drug 2: C1=NC2=C(N1)C(=S)N=CN2. Cell line: RPMI-8226. Synergy scores: CSS=41.1, Synergy_ZIP=4.18, Synergy_Bliss=5.92, Synergy_Loewe=-9.32, Synergy_HSA=2.99.